From a dataset of Forward reaction prediction with 1.9M reactions from USPTO patents (1976-2016). Predict the product of the given reaction. (1) Given the reactants [NH2:1][C:2]1[N:7]=[CH:6][N:5]=[C:4]2[N:8]([CH2:25][CH:26]3[CH2:29][CH2:28][N:27]3[C:30](=[O:34])[CH2:31][C:32]#[N:33])[N:9]=[C:10]([C:11]3[CH:16]=[CH:15][C:14]([O:17][C:18]4[CH:23]=[CH:22][CH:21]=[CH:20][CH:19]=4)=[CH:13][C:12]=3[F:24])[C:3]=12.[CH3:35][C:36]([N:40]1[CH2:45][CH2:44][O:43][CH2:42][CH2:41]1)([CH3:39])[CH:37]=O.[Si](Cl)(C)(C)C, predict the reaction product. The product is: [NH2:1][C:2]1[N:7]=[CH:6][N:5]=[C:4]2[N:8]([CH2:25][CH:26]3[CH2:29][CH2:28][N:27]3[C:30]([C:31](=[CH:35][C:36]([CH3:39])([N:40]3[CH2:45][CH2:44][O:43][CH2:42][CH2:41]3)[CH3:37])[C:32]#[N:33])=[O:34])[N:9]=[C:10]([C:11]3[CH:16]=[CH:15][C:14]([O:17][C:18]4[CH:19]=[CH:20][CH:21]=[CH:22][CH:23]=4)=[CH:13][C:12]=3[F:24])[C:3]=12. (2) Given the reactants Br[C:2]1[S:10][C:9]2[C:8](=[O:11])[N:7]([CH:12]3[CH2:17][CH2:16][N:15]([C:18]([O:20][C:21]([CH3:24])([CH3:23])[CH3:22])=[O:19])[CH2:14][CH2:13]3)[C:6](=[O:25])[N:5]([CH2:26][C:27]3[N:28]=[N:29][N:30]([CH2:32][CH3:33])[N:31]=3)[C:4]=2[CH:3]=1.[F:34][C:35]1[C:40]([F:41])=[CH:39][CH:38]=[CH:37][C:36]=1B(O)O.C(=O)([O-])[O-].[Cs+].[Cs+], predict the reaction product. The product is: [F:34][C:35]1[C:40]([F:41])=[CH:39][CH:38]=[CH:37][C:36]=1[C:2]1[S:10][C:9]2[C:8](=[O:11])[N:7]([CH:12]3[CH2:13][CH2:14][N:15]([C:18]([O:20][C:21]([CH3:22])([CH3:24])[CH3:23])=[O:19])[CH2:16][CH2:17]3)[C:6](=[O:25])[N:5]([CH2:26][C:27]3[N:28]=[N:29][N:30]([CH2:32][CH3:33])[N:31]=3)[C:4]=2[CH:3]=1. (3) Given the reactants C(O)C(O)C[O:4][CH2:5][CH:6]([OH:9])[CH2:7][OH:8].CC([CH2:32][C:33]([OH:35])=[O:34])CCCCCCCCCCCCC1C=CC=CC=1.C1(C)C=CC([S:42](O)(=O)=O)=CC=1.C[C:48]1[CH:49]=[CH:50][CH:51]=[CH:52][C:53]=1[CH3:54], predict the reaction product. The product is: [SH:42][CH:54]([C:53]1[CH:48]=[CH:49][CH:50]=[CH:51][CH:52]=1)[CH2:32][C:33]([OH:35])=[O:34].[SH:42][CH:54]([C:53]1[CH:48]=[CH:49][CH:50]=[CH:51][CH:52]=1)[CH2:32][C:33]([OH:35])=[O:34].[SH:42][CH:54]([C:53]1[CH:48]=[CH:49][CH:50]=[CH:51][CH:52]=1)[CH2:32][C:33]([OH:35])=[O:34].[SH:42][CH:54]([C:53]1[CH:48]=[CH:49][CH:50]=[CH:51][CH:52]=1)[CH2:32][C:33]([OH:35])=[O:34].[OH:4][CH2:5][CH:6]([CH2:7][OH:8])[OH:9].[OH:4][CH2:5][CH:6]([CH2:7][OH:8])[OH:9]. (4) Given the reactants C(N(C(C)C)CC)(C)C.[C:10]([C:14]1[CH:19]=[CH:18][C:17]([NH:20][C:21]2[C:22]3[CH2:32][CH2:31][NH:30][CH2:29][C:23]=3[N:24]=[C:25]([S:27][CH3:28])[N:26]=2)=[CH:16][CH:15]=1)([CH3:13])([CH3:12])[CH3:11].Cl[C:34]1[C:39]([Cl:40])=[CH:38][CH:37]=[CH:36][N:35]=1, predict the reaction product. The product is: [C:10]([C:14]1[CH:19]=[CH:18][C:17]([NH:20][C:21]2[C:22]3[CH2:32][CH2:31][N:30]([C:34]4[C:39]([Cl:40])=[CH:38][CH:37]=[CH:36][N:35]=4)[CH2:29][C:23]=3[N:24]=[C:25]([S:27][CH3:28])[N:26]=2)=[CH:16][CH:15]=1)([CH3:13])([CH3:11])[CH3:12]. (5) Given the reactants [C:1]([C:3]1[CH:4]=[C:5]([C:9]([O:11]CC)=[O:10])[NH:6][C:7]=1[CH3:8])#[N:2].[Li+].[OH-].Cl, predict the reaction product. The product is: [C:1]([C:3]1[CH:4]=[C:5]([C:9]([OH:11])=[O:10])[NH:6][C:7]=1[CH3:8])#[N:2]. (6) Given the reactants CC(C)([O-])C.[K+].[C:7]([O:13][CH2:14][CH2:15][CH2:16][CH3:17])(=[O:12])[CH2:8][C:9]([CH3:11])=[O:10].[C:18](Cl)(=[O:22])[CH:19]([CH3:21])[CH3:20].Cl, predict the reaction product. The product is: [CH3:20][CH:19]([CH3:21])[C:18](=[O:22])[CH:8]([C:9](=[O:10])[CH3:11])[C:7]([O:13][CH2:14][CH2:15][CH2:16][CH3:17])=[O:12]. (7) Given the reactants [F:1][C:2]([CH:4]([OH:18])[CH2:5][C:6]([C:9]1[CH:14]=[C:13]([F:15])[CH:12]=[CH:11][C:10]=1[O:16][CH3:17])([CH3:8])[CH3:7])=[CH2:3].[CH2:19]([Zn]CC)C.ICI.O, predict the reaction product. The product is: [F:1][C:2]1([CH:4]([OH:18])[CH2:5][C:6]([C:9]2[CH:14]=[C:13]([F:15])[CH:12]=[CH:11][C:10]=2[O:16][CH3:17])([CH3:8])[CH3:7])[CH2:19][CH2:3]1. (8) Given the reactants Cl.[O:2]1[C:6]2[CH:7]=[CH:8][CH:9]=[C:10]([CH:11]3[CH2:16][CH2:15][N:14]([CH2:17][CH2:18][C@H:19]4[CH2:24][CH2:23][C@H:22]([NH2:25])[CH2:21][CH2:20]4)[CH2:13][CH2:12]3)[C:5]=2[O:4][CH2:3]1.[OH:26][C:27]1([C:30](O)=[O:31])[CH2:29][CH2:28]1, predict the reaction product. The product is: [O:2]1[C:6]2[CH:7]=[CH:8][CH:9]=[C:10]([CH:11]3[CH2:16][CH2:15][N:14]([CH2:17][CH2:18][C@H:19]4[CH2:20][CH2:21][C@H:22]([NH:25][C:30]([C:27]5([OH:26])[CH2:29][CH2:28]5)=[O:31])[CH2:23][CH2:24]4)[CH2:13][CH2:12]3)[C:5]=2[O:4][CH2:3]1. (9) Given the reactants [Mg].[F:2][C:3]1[CH:10]=[CH:9][C:6]([CH2:7]Br)=[CH:5][CH:4]=1.[Cl:11][C:12]1[CH:19]=[C:18]([Cl:20])[CH:17]=[CH:16][C:13]=1[C:14]#N.CC[O:23]CC, predict the reaction product. The product is: [Cl:11][C:12]1[CH:19]=[C:18]([Cl:20])[CH:17]=[CH:16][C:13]=1[C:14](=[O:23])[CH2:7][C:6]1[CH:9]=[CH:10][C:3]([F:2])=[CH:4][CH:5]=1. (10) Given the reactants [C:1]([C:5]1[CH:24]=[CH:23][C:8]([CH2:9][NH:10][C:11](=[O:22])[CH:12]([C:14]2[CH:19]=[CH:18][C:17]([NH2:20])=[C:16]([NH2:21])[CH:15]=2)[CH3:13])=[CH:7][CH:6]=1)([CH3:4])([CH3:3])[CH3:2].[N:25]([O-])=O.[Na+].O, predict the reaction product. The product is: [C:1]([C:5]1[CH:24]=[CH:23][C:8]([CH2:9][NH:10][C:11](=[O:22])[CH:12]([C:14]2[CH:19]=[CH:18][C:17]3[NH:20][N:25]=[N:21][C:16]=3[CH:15]=2)[CH3:13])=[CH:7][CH:6]=1)([CH3:2])([CH3:3])[CH3:4].